Dataset: Full USPTO retrosynthesis dataset with 1.9M reactions from patents (1976-2016). Task: Predict the reactants needed to synthesize the given product. (1) Given the product [CH3:15][C:16]1[C:20](=[O:21])[O:19][CH2:18][C:17]=1[N:22]1[CH2:26][CH2:25][C:24]2([CH2:31][CH2:30][N:29]([C@H:2]([CH3:3])[CH2:1][C:4]3[N:5]=[N:6][C:7]([N:10]4[CH:14]=[N:13][N:12]=[N:11]4)=[CH:8][CH:9]=3)[CH2:28][CH2:27]2)[C:23]1=[O:32], predict the reactants needed to synthesize it. The reactants are: [CH:1]([C:4]1[N:5]=[N:6][C:7]([N:10]2[CH:14]=[N:13][N:12]=[N:11]2)=[CH:8][CH:9]=1)=[CH:2][CH3:3].[CH3:15][C:16]1[C:20](=[O:21])[O:19][CH2:18][C:17]=1[N:22]1[CH2:26][CH2:25][C:24]2([CH2:31][CH2:30][NH:29][CH2:28][CH2:27]2)[C:23]1=[O:32].C1C=CC(P(C2C(OC3C(P(C4C=CC=CC=4)C4C=CC=CC=4)=CC=CC=3)=CC=CC=2)C2C=CC=CC=2)=CC=1.N#N. (2) Given the product [CH2:54]([CH:53]([CH2:81][CH2:82][CH2:80][CH2:78][CH2:79][CH2:39][CH2:38][CH3:37])[C:52]([OH:63])=[O:62])[CH2:55][CH2:56][CH2:57][CH2:58][CH2:59][CH2:60][CH2:61][CH2:66][CH2:67][CH2:68][CH3:69].[OH:36][CH2:37][CH:38]([CH2:39][OH:40])[OH:41].[OH:36][CH2:37][CH:38]([CH2:39][OH:40])[OH:41].[OH:36][CH2:37][CH:38]([CH2:39][OH:40])[OH:41].[OH:36][CH2:37][CH:38]([CH2:39][OH:40])[OH:41].[OH:36][CH2:37][CH:38]([CH2:39][OH:40])[OH:41].[OH:36][CH2:37][CH:38]([CH2:39][OH:40])[OH:41].[OH:36][CH2:37][CH:38]([CH2:39][OH:40])[OH:41].[OH:36][CH2:37][CH:38]([CH2:39][OH:40])[OH:41].[OH:36][CH2:37][CH:38]([CH2:39][OH:40])[OH:41].[OH:36][CH2:37][CH:38]([CH2:39][OH:40])[OH:41], predict the reactants needed to synthesize it. The reactants are: C(O)C(O)C[O:36][CH2:37][CH:38]([OH:41])[CH2:39][O:40]CC(O)C[O:36][CH2:37][CH:38]([OH:41])[CH2:39][O:40]CC(O)C[O:36][CH2:37][CH:38]([OH:41])[CH2:39][O:40]CC(O)C[O:36][CH2:37][CH:38]([OH:41])[CH2:39][O:40]CC(O)C[O:36][CH2:37][CH:38]([OH:41])[CH2:39][OH:40].[C:52]([OH:63])(=[O:62])[CH2:53][CH2:54][CH2:55][CH2:56][CH2:57][CH2:58][CH2:59][CH2:60][CH3:61].ON1[C:69](=O)[CH2:68][CH2:67][C:66]1=O.CC(N=C=N[CH:78]([CH3:80])[CH3:79])C.[CH2:81]1COC[CH2:82]1. (3) Given the product [Cl:23][C:18]1[CH:17]=[C:16]([CH:21]=[C:20]([Cl:22])[CH:19]=1)[O:15][C:11]1[C:10]([CH2:24][CH3:25])=[N:9][N:8]([CH2:7][C:6]([NH:2][NH2:3])=[O:5])[C:12]=1[CH2:13][CH3:14], predict the reactants needed to synthesize it. The reactants are: O.[NH2:2][NH2:3].C[O:5][C:6](=O)[CH2:7][N:8]1[C:12]([CH2:13][CH3:14])=[C:11]([O:15][C:16]2[CH:21]=[C:20]([Cl:22])[CH:19]=[C:18]([Cl:23])[CH:17]=2)[C:10]([CH2:24][CH3:25])=[N:9]1. (4) Given the product [CH2:1]([N:8]1[CH:13]([CH2:14][O:15][CH:16]([F:17])[F:18])[CH2:12][O:11][C:10]([CH2:20][CH2:21][OH:22])([CH3:19])[CH2:9]1)[C:2]1[CH:7]=[CH:6][CH:5]=[CH:4][CH:3]=1, predict the reactants needed to synthesize it. The reactants are: [CH2:1]([N:8]1[CH:13]([CH2:14][O:15][CH:16]([F:18])[F:17])[CH2:12][O:11][C:10]([CH2:20][CH2:21][OH:22])([CH3:19])[C:9]1=O)[C:2]1[CH:7]=[CH:6][CH:5]=[CH:4][CH:3]=1.CO. (5) Given the product [Cl:1][C:2]1[CH:3]=[CH:4][C:5]([C:8](=[O:14])[CH2:9][CH2:10][C:11]([OH:13])=[O:12])=[CH:6][C:7]=1[N+:15]([O-:17])=[O:16], predict the reactants needed to synthesize it. The reactants are: [Cl:1][C:2]1[CH:7]=[CH:6][C:5]([C:8](=[O:14])[CH2:9][CH2:10][C:11]([OH:13])=[O:12])=[CH:4][CH:3]=1.[N+:15]([O-])([OH:17])=[O:16].